This data is from Reaction yield outcomes from USPTO patents with 853,638 reactions. The task is: Predict the reaction yield, written as a fraction of the theoretical maximum amount of product (1.0 means a 100% yield; for example, 0.34 means a 34% yield). (1) The reactants are C([O:3][C:4](=[O:21])[CH:5]([C:7]1[CH:20]=[CH:19][C:10]2[N:11]=[C:12]([NH:14][S:15]([CH3:18])(=[O:17])=[O:16])[S:13][C:9]=2[CH:8]=1)[CH3:6])C.[OH-].[Na+].C(O)(=O)C. The catalyst is C1COCC1.O. The product is [CH3:18][S:15]([NH:14][C:12]1[S:13][C:9]2[CH:8]=[C:7]([CH:5]([CH3:6])[C:4]([OH:21])=[O:3])[CH:20]=[CH:19][C:10]=2[N:11]=1)(=[O:16])=[O:17]. The yield is 1.00. (2) The reactants are O1CCCC1.[CH2:6]([O:13][C:14]1[CH:15]=[C:16]([CH2:20][C:21](Cl)=[N:22][OH:23])[CH:17]=[CH:18][CH:19]=1)[C:7]1[CH:12]=[CH:11][CH:10]=[CH:9][CH:8]=1.[C:25]([C:27]1[C:28]([NH2:33])=[N:29][CH:30]=[CH:31][CH:32]=1)#[CH:26].C(N(CC)CC)C. The catalyst is O. The product is [CH2:6]([O:13][C:14]1[CH:15]=[C:16]([CH:17]=[CH:18][CH:19]=1)[CH2:20][C:21]1[CH:26]=[C:25]([C:27]2[C:28]([NH2:33])=[N:29][CH:30]=[CH:31][CH:32]=2)[O:23][N:22]=1)[C:7]1[CH:12]=[CH:11][CH:10]=[CH:9][CH:8]=1. The yield is 0.220. (3) The reactants are [Br:1]N1C(=O)CCC1=O.[Br:9][C:10]1[CH:11]=[CH:12][C:13]2[S:17][C:16]([CH3:18])=[N:15][C:14]=2[CH:19]=1. The catalyst is C(Cl)(Cl)(Cl)Cl. The product is [Br:9][C:10]1[CH:11]=[CH:12][C:13]2[S:17][C:16]([CH2:18][Br:1])=[N:15][C:14]=2[CH:19]=1. The yield is 0.390. (4) The reactants are [Si]([O:8][C@@H:9]1[C:17]2[C:12](=[C:13]([C:18]3[S:22][C:21]([C:23]4[CH:24]=[CH:25][C:26]([O:31][CH:32]([CH3:34])[CH3:33])=[C:27]([CH:30]=4)[C:28]#[N:29])=[N:20][N:19]=3)[CH:14]=[CH:15][CH:16]=2)[CH2:11][CH2:10]1)(C(C)(C)C)(C)C.[F-].C([N+](CCCC)(CCCC)CCCC)CCC. The catalyst is C1COCC1.CC(=O)OCC. The product is [OH:8][C@@H:9]1[C:17]2[C:12](=[C:13]([C:18]3[S:22][C:21]([C:23]4[CH:24]=[CH:25][C:26]([O:31][CH:32]([CH3:34])[CH3:33])=[C:27]([CH:30]=4)[C:28]#[N:29])=[N:20][N:19]=3)[CH:14]=[CH:15][CH:16]=2)[CH2:11][CH2:10]1. The yield is 0.810.